Dataset: Reaction yield outcomes from USPTO patents with 853,638 reactions. Task: Predict the reaction yield, written as a fraction of the theoretical maximum amount of product (1.0 means a 100% yield; for example, 0.34 means a 34% yield). (1) The reactants are C([O:9][CH:10]1[CH2:15][CH2:14][C:13]([F:17])([F:16])[CH2:12][CH2:11]1)(=O)C1C=CC=CC=1.[OH-].[Na+].C(O)C.C(OCC)(=O)C. The catalyst is O. The product is [F:16][C:13]1([F:17])[CH2:14][CH2:15][CH:10]([OH:9])[CH2:11][CH2:12]1. The yield is 0.900. (2) The reactants are [CH2:1]([C:4]1[C:8]([CH2:9][CH2:10][CH2:11][OH:12])=[CH:7][N:6]([C:13]2[CH:18]=[CH:17][C:16]([C:19]([F:22])([F:21])[F:20])=[CH:15][CH:14]=2)[N:5]=1)[CH2:2][CH3:3].O[C:24]1[CH:29]=[CH:28][CH:27]=[CH:26][C:25]=1[CH2:30][C:31]([O:33]C)=[O:32].C(P(CCCC)CCCC)CCC.N(C(N1CCCCC1)=O)=NC(N1CCCCC1)=O. The yield is 0.590. The product is [CH2:1]([C:4]1[C:8]([CH2:9][CH2:10][CH2:11][O:12][C:24]2[CH:29]=[CH:28][CH:27]=[CH:26][C:25]=2[CH2:30][C:31]([OH:33])=[O:32])=[CH:7][N:6]([C:13]2[CH:14]=[CH:15][C:16]([C:19]([F:21])([F:22])[F:20])=[CH:17][CH:18]=2)[N:5]=1)[CH2:2][CH3:3]. The catalyst is O1CCCC1.